This data is from Catalyst prediction with 721,799 reactions and 888 catalyst types from USPTO. The task is: Predict which catalyst facilitates the given reaction. (1) Reactant: [O:1]([C:8]1[CH:9]=[C:10]([NH:14][CH2:15][C:16]2[CH:21]=[CH:20][CH:19]=[C:18]([O:22][C:23]([F:28])([F:27])[CH:24]([F:26])[F:25])[CH:17]=2)[CH:11]=[CH:12][CH:13]=1)[C:2]1[CH:7]=[CH:6][CH:5]=[CH:4][CH:3]=1.[F:29][C:30]([F:35])([F:34])[CH:31]1[O:33][CH2:32]1.FC(F)(F)S([O-])(=O)=O.[Yb+3].FC(F)(F)S([O-])(=O)=O.FC(F)(F)S([O-])(=O)=O. Product: [O:1]([C:8]1[CH:9]=[C:10]([N:14]([CH2:15][C:16]2[CH:21]=[CH:20][CH:19]=[C:18]([O:22][C:23]([F:27])([F:28])[CH:24]([F:25])[F:26])[CH:17]=2)[CH2:32][CH:31]([OH:33])[C:30]([F:35])([F:34])[F:29])[CH:11]=[CH:12][CH:13]=1)[C:2]1[CH:7]=[CH:6][CH:5]=[CH:4][CH:3]=1. The catalyst class is: 744. (2) Reactant: C(#N)C.[NH:4]1[C:8]2=[N:9][CH:10]=[CH:11][CH:12]=[C:7]2[C:6]([CH:13]=[O:14])=[CH:5]1.C(N(CC)CC)C.[C:22](=O)([O:28]C(C)(C)C)[O:23][C:24]([CH3:27])([CH3:26])[CH3:25]. Product: [CH:13]([C:6]1[C:7]2[C:8](=[N:9][CH:10]=[CH:11][CH:12]=2)[N:4]([C:22]([O:23][C:24]([CH3:27])([CH3:26])[CH3:25])=[O:28])[CH:5]=1)=[O:14]. The catalyst class is: 850. (3) Reactant: [C:1]([C:4]1[CH:9]=[CH:8][C:7]([O:10][C:11]2[C:19]3[C:14](=[CH:15][CH:16]=[CH:17][CH:18]=3)[NH:13][CH:12]=2)=[CH:6][CH:5]=1)(=O)[CH3:2].O.NN.[OH-].[K+].O. Product: [CH2:1]([C:4]1[CH:5]=[CH:6][C:7]([O:10][C:11]2[C:19]3[C:14](=[CH:15][CH:16]=[CH:17][CH:18]=3)[NH:13][CH:12]=2)=[CH:8][CH:9]=1)[CH3:2]. The catalyst class is: 831. (4) Reactant: [OH-].[K+].[C:3](=[N:16][OH:17])([C:10]1[CH:15]=[CH:14][CH:13]=[CH:12][CH:11]=1)[C:4]1[CH:9]=[CH:8][CH:7]=[CH:6][CH:5]=1.CS(O[C@H:23]1[CH2:27][CH2:26][N:25](OC(C)(C)C)[C:24]1=C=O)(=O)=O.O. Product: [NH:25]1[CH2:26][CH2:27][C@@H:23]([O:17][N:16]=[C:3]([C:10]2[CH:11]=[CH:12][CH:13]=[CH:14][CH:15]=2)[C:4]2[CH:9]=[CH:8][CH:7]=[CH:6][CH:5]=2)[CH2:24]1. The catalyst class is: 16. (5) Reactant: [Cl:1][C:2]1[C:3]([C:8]([F:11])([F:10])[F:9])=[N:4][NH:5][C:6]=1[CH3:7].Br[CH2:13][C:14]([O:16]CC)=[O:15].C(=O)([O-])[O-].[K+].[K+]. Product: [Cl:1][C:2]1[C:3]([C:8]([F:9])([F:11])[F:10])=[N:4][N:5]([CH2:13][C:14]([OH:16])=[O:15])[C:6]=1[CH3:7]. The catalyst class is: 18. (6) Reactant: F[C:2](F)(F)[C:3](O)=[O:4].[Cl:8][C:9]1[CH:14]=[CH:13][CH:12]=[CH:11][C:10]=1[N:15]1[CH:19]([C:20]2[CH:25]=[CH:24][CH:23]=[C:22]([C:26]3[CH2:27][CH2:28][NH:29][CH2:30][CH:31]=3)[CH:21]=2)[CH2:18][C:17]([C:32]([C:38]([F:41])([F:40])[F:39])([C:34]([F:37])([F:36])[F:35])[OH:33])=[N:16]1.C(Cl)(=O)C.C(N(CC)CC)C. Product: [C:3]([N:29]1[CH2:28][CH:27]=[C:26]([C:22]2[CH:21]=[C:20]([CH:19]3[N:15]([C:10]4[CH:11]=[CH:12][CH:13]=[CH:14][C:9]=4[Cl:8])[N:16]=[C:17]([C:32]([C:38]([F:41])([F:39])[F:40])([C:34]([F:35])([F:36])[F:37])[OH:33])[CH2:18]3)[CH:25]=[CH:24][CH:23]=2)[CH2:31][CH2:30]1)(=[O:4])[CH3:2]. The catalyst class is: 4. (7) Reactant: [NH2:1][C:2]1[N:7]=[C:6]([S:8]([NH:11][C:12]([C:14]2[C:15](Cl)=[N:16][C:17]([C:20]([CH3:23])([CH3:22])[CH3:21])=[CH:18][CH:19]=2)=[O:13])(=[O:10])=[O:9])[CH:5]=[CH:4][CH:3]=1.F[Cs].C([O-])([O-])=O.[K+].[K+].[CH3:33][C:34]1([CH3:45])[CH:38]([CH:39]2[CH2:44][CH2:43][O:42][CH2:41][CH2:40]2)[CH2:37][CH2:36][NH:35]1. Product: [NH2:1][C:2]1[N:7]=[C:6]([S:8]([NH:11][C:12]([C:14]2[C:15]([N:35]3[CH2:36][CH2:37][CH:38]([CH:39]4[CH2:44][CH2:43][O:42][CH2:41][CH2:40]4)[C:34]3([CH3:45])[CH3:33])=[N:16][C:17]([C:20]([CH3:23])([CH3:22])[CH3:21])=[CH:18][CH:19]=2)=[O:13])(=[O:10])=[O:9])[CH:5]=[CH:4][CH:3]=1. The catalyst class is: 16.